This data is from Peptide-MHC class I binding affinity with 185,985 pairs from IEDB/IMGT. The task is: Regression. Given a peptide amino acid sequence and an MHC pseudo amino acid sequence, predict their binding affinity value. This is MHC class I binding data. (1) The peptide sequence is RSTPFNMLK. The MHC is HLA-A11:01 with pseudo-sequence HLA-A11:01. The binding affinity (normalized) is 0.755. (2) The peptide sequence is NQATTKTTF. The MHC is HLA-A11:01 with pseudo-sequence HLA-A11:01. The binding affinity (normalized) is 0.